From a dataset of Peptide-MHC class I binding affinity with 185,985 pairs from IEDB/IMGT. Regression. Given a peptide amino acid sequence and an MHC pseudo amino acid sequence, predict their binding affinity value. This is MHC class I binding data. (1) The peptide sequence is EAALENLVIL. The MHC is Patr-B0101 with pseudo-sequence Patr-B0101. The binding affinity (normalized) is 0.0438. (2) The peptide sequence is LTFLDCLYY. The MHC is HLA-B15:17 with pseudo-sequence HLA-B15:17. The binding affinity (normalized) is 1.00. (3) The peptide sequence is DQTHIKTIAV. The MHC is HLA-A02:03 with pseudo-sequence HLA-A02:03. The binding affinity (normalized) is 0.448. (4) The peptide sequence is RETVLEYLV. The MHC is HLA-B44:03 with pseudo-sequence HLA-B44:03. The binding affinity (normalized) is 0.216. (5) The peptide sequence is GFKLRSAVM. The MHC is HLA-A01:01 with pseudo-sequence HLA-A01:01. The binding affinity (normalized) is 0.0847.